Dataset: Full USPTO retrosynthesis dataset with 1.9M reactions from patents (1976-2016). Task: Predict the reactants needed to synthesize the given product. (1) Given the product [Br:1][C:2]1[CH:3]=[CH:4][C:5]([C:8]2[C:12]3[CH:13]=[CH:14][C:15]([O:17][S:20]([C:19]([F:32])([F:31])[F:18])(=[O:22])=[O:21])=[CH:16][C:11]=3[S:10][N:9]=2)=[CH:6][CH:7]=1, predict the reactants needed to synthesize it. The reactants are: [Br:1][C:2]1[CH:7]=[CH:6][C:5]([C:8]2[C:12]3[CH:13]=[CH:14][C:15]([OH:17])=[CH:16][C:11]=3[S:10][N:9]=2)=[CH:4][CH:3]=1.[F:18][C:19]([F:32])([F:31])[S:20](O[S:20]([C:19]([F:32])([F:31])[F:18])(=[O:22])=[O:21])(=[O:22])=[O:21]. (2) Given the product [OH:1][CH:2]([C:19]1[CH:24]=[CH:23][CH:22]=[CH:21][N:20]=1)[C:3]1[CH:4]=[C:5]([C:16]([NH:36][C@@H:34]([C:31]2[CH:32]=[N:33][C:28]([CH3:27])=[CH:29][CH:30]=2)[CH3:35])=[O:17])[CH:6]=[C:7]([C:9]2[CH:14]=[CH:13][C:12]([CH3:15])=[CH:11][CH:10]=2)[CH:8]=1, predict the reactants needed to synthesize it. The reactants are: [OH:1][CH:2]([C:19]1[CH:24]=[CH:23][CH:22]=[CH:21][N:20]=1)[C:3]1[CH:4]=[C:5]([C:16](O)=[O:17])[CH:6]=[C:7]([C:9]2[CH:14]=[CH:13][C:12]([CH3:15])=[CH:11][CH:10]=2)[CH:8]=1.Cl.Cl.[CH3:27][C:28]1[N:33]=[CH:32][C:31]([C@H:34]([NH2:36])[CH3:35])=[CH:30][CH:29]=1.F[P-](F)(F)(F)(F)F.C[N+](C)=C(N(C)C)ON1C2N=CC=CC=2N=N1.C(N(CC)C(C)C)(C)C. (3) Given the product [Br:29][CH2:10][C:7]1[CH:6]=[C:5]([C:11]2[CH:16]=[N:15][C:14]([C:17]([F:20])([F:19])[F:18])=[N:13][CH:12]=2)[C:4]([O:3][CH:2]([F:1])[F:21])=[CH:9][N:8]=1, predict the reactants needed to synthesize it. The reactants are: [F:1][CH:2]([F:21])[O:3][C:4]1[C:5]([C:11]2[CH:12]=[N:13][C:14]([C:17]([F:20])([F:19])[F:18])=[N:15][CH:16]=2)=[CH:6][C:7]([CH3:10])=[N:8][CH:9]=1.C1C(=O)N([Br:29])C(=O)C1. (4) Given the product [CH2:14]([O:3][C:4]1[CH:12]=[CH:11][C:7]([C:8]([O:10][CH2:8][C:7]2[CH:11]=[CH:12][CH:4]=[CH:5][CH:6]=2)=[O:9])=[CH:6][C:5]=1[I:13])[C:15]1[CH:20]=[CH:19][CH:18]=[CH:17][CH:16]=1, predict the reactants needed to synthesize it. The reactants are: [H-].[Na+].[OH:3][C:4]1[CH:12]=[CH:11][C:7]([C:8]([OH:10])=[O:9])=[CH:6][C:5]=1[I:13].[CH2:14](Br)[C:15]1[CH:20]=[CH:19][CH:18]=[CH:17][CH:16]=1. (5) Given the product [CH3:1][O:2][C:3]([C:5]1[N:6]([CH2:23][C:24]2[CH:32]=[CH:31][C:27]3[O:28][CH2:29][O:30][C:26]=3[CH:25]=2)[C:7](=[O:22])[C:8]2[C:13]([C:14]=1[C:15]1[CH:20]=[CH:19][CH:18]=[CH:17][CH:16]=1)=[CH:12][C:11]([C:47]([O:44][CH3:43])=[O:48])=[CH:10][CH:9]=2)=[O:4], predict the reactants needed to synthesize it. The reactants are: [CH3:1][O:2][C:3]([C:5]1[N:6]([CH2:23][C:24]2[CH:32]=[CH:31][C:27]3[O:28][CH2:29][O:30][C:26]=3[CH:25]=2)[C:7](=[O:22])[C:8]2[C:13]([C:14]=1[C:15]1[CH:20]=[CH:19][CH:18]=[CH:17][CH:16]=1)=[CH:12][C:11](Br)=[CH:10][CH:9]=2)=[O:4].C(N(CC)CC)C.CN([CH:43]=[O:44])C.[C]=O.[CH3:47][OH:48]. (6) Given the product [CH:2]1([NH:5][C:6](=[O:7])[NH:8][C:9]2[CH:14]=[CH:13][C:12]([C:15]3[N:16]=[C:17]([N:24]4[CH2:29][CH2:28][O:27][CH2:26][C@H:25]4[CH3:30])[C:18]4[CH2:23][N:22]([C:40]([O:42][CH2:43][CH3:44])=[O:41])[CH2:21][C:19]=4[N:20]=3)=[C:11]([F:31])[CH:10]=2)[CH2:3][CH2:4]1, predict the reactants needed to synthesize it. The reactants are: Cl.[CH:2]1([NH:5][C:6]([NH:8][C:9]2[CH:14]=[CH:13][C:12]([C:15]3[N:16]=[C:17]([N:24]4[CH2:29][CH2:28][O:27][CH2:26][C@H:25]4[CH3:30])[C:18]4[CH2:23][NH:22][CH2:21][C:19]=4[N:20]=3)=[C:11]([F:31])[CH:10]=2)=[O:7])[CH2:4][CH2:3]1.C(N(CC)CC)C.Cl[C:40]([O:42][CH2:43][CH3:44])=[O:41]. (7) Given the product [NH2:10][C:11]1[C:16]([CH3:17])=[CH:15][N:14]=[C:13]([C:1]2[CH:6]=[CH:5][CH:4]=[CH:3][CH:2]=2)[CH:12]=1, predict the reactants needed to synthesize it. The reactants are: [C:1]1(B(O)O)[CH:6]=[CH:5][CH:4]=[CH:3][CH:2]=1.[NH2:10][C:11]1[C:16]([CH3:17])=[CH:15][N:14]=[C:13](Cl)[CH:12]=1.C([O-])([O-])=O.[Na+].[Na+]. (8) Given the product [CH2:21]([O:28][C:29]1[C:34]([CH:35]([C:2]2[C:3]([O:14][CH3:15])=[C:4]([C:8]3[CH:9]=[CH:10][CH:11]=[CH:12][CH:13]=3)[CH:5]=[CH:6][CH:7]=2)[OH:36])=[CH:33][CH:32]=[CH:31][C:30]=1[C:37]1[CH:42]=[CH:41][CH:40]=[CH:39][CH:38]=1)[C:22]1[CH:23]=[CH:24][CH:25]=[CH:26][CH:27]=1, predict the reactants needed to synthesize it. The reactants are: Br[C:2]1[C:3]([O:14][CH3:15])=[C:4]([C:8]2[CH:13]=[CH:12][CH:11]=[CH:10][CH:9]=2)[CH:5]=[CH:6][CH:7]=1.C([Li])CCC.[CH2:21]([O:28][C:29]1[C:34]([CH:35]=[O:36])=[CH:33][CH:32]=[CH:31][C:30]=1[C:37]1[CH:42]=[CH:41][CH:40]=[CH:39][CH:38]=1)[C:22]1[CH:27]=[CH:26][CH:25]=[CH:24][CH:23]=1.[Cl-].[NH4+].